Dataset: Reaction yield outcomes from USPTO patents with 853,638 reactions. Task: Predict the reaction yield, written as a fraction of the theoretical maximum amount of product (1.0 means a 100% yield; for example, 0.34 means a 34% yield). The reactants are [CH3:1][O:2][C:3]1[CH:8]=[CH:7][CH:6]=[CH:5][C:4]=1[CH:9]1[CH2:14][CH2:13][NH:12][CH2:11][CH2:10]1.Cl[CH2:16][C:17]1[NH:18][C:19]2[CH:25]=[CH:24][CH:23]=[CH:22][C:20]=2[N:21]=1.C([O-])([O-])=O.[Cs+].[Cs+].O. The catalyst is CN(C=O)C. The yield is 0.250. The product is [CH3:1][O:2][C:3]1[CH:8]=[CH:7][CH:6]=[CH:5][C:4]=1[CH:9]1[CH2:14][CH2:13][N:12]([CH2:16][C:17]2[NH:21][C:20]3[CH:22]=[CH:23][CH:24]=[CH:25][C:19]=3[N:18]=2)[CH2:11][CH2:10]1.